From a dataset of Reaction yield outcomes from USPTO patents with 853,638 reactions. Predict the reaction yield, written as a fraction of the theoretical maximum amount of product (1.0 means a 100% yield; for example, 0.34 means a 34% yield). (1) The reactants are C([O:3][C:4](=O)[CH2:5][C:6]([C:9]1[N:10]([CH2:21][CH2:22][OH:23])[C:11]2[C:16]([CH:17]=1)=[CH:15][C:14]([N+:18]([O-:20])=[O:19])=[CH:13][CH:12]=2)([CH3:8])[CH3:7])C.CC(C[AlH]CC(C)C)C.O. The catalyst is C1COCC1. The product is [OH:23][CH2:22][CH2:21][N:10]1[C:11]2[C:16](=[CH:15][C:14]([N+:18]([O-:20])=[O:19])=[CH:13][CH:12]=2)[CH:17]=[C:9]1[C:6]([CH3:8])([CH3:7])[CH2:5][CH2:4][OH:3]. The yield is 0.490. (2) The reactants are C([O:8][CH2:9][CH2:10][O:11][C:12]1[CH:17]=[CH:16][C:15]([NH:18][C:19](=[O:48])[CH2:20][C:21]2[CH:26]=[CH:25][C:24]([C:27]3[CH:28]=[N:29][C:30]([O:36]CC4C=CC(OC)=CC=4)=[C:31]([O:33][CH2:34][CH3:35])[CH:32]=3)=[C:23]([F:46])[C:22]=2[F:47])=[CH:14][C:13]=1[C:49]([F:52])([F:51])[F:50])C1C=CC=CC=1. The catalyst is CO.[Pd]. The product is [CH2:34]([O:33][C:31]1[C:30](=[O:36])[NH:29][CH:28]=[C:27]([C:24]2[CH:25]=[CH:26][C:21]([CH2:20][C:19]([NH:18][C:15]3[CH:16]=[CH:17][C:12]([O:11][CH2:10][CH2:9][OH:8])=[C:13]([C:49]([F:52])([F:50])[F:51])[CH:14]=3)=[O:48])=[C:22]([F:47])[C:23]=2[F:46])[CH:32]=1)[CH3:35]. The yield is 0.447. (3) The catalyst is C(Cl)Cl. The yield is 0.980. The reactants are [Cl:1][C:2]1[CH:7]=[CH:6][CH:5]=[CH:4][C:3]=1[N:8]1[C:12]([O:13][C:14]2[CH:19]=[CH:18][CH:17]=[CH:16][C:15]=2[NH:20][C:21]([NH:23][C:24]2[CH:29]=[CH:28][C:27]([CH:30]3[CH2:35][CH2:34][NH:33][CH2:32][CH2:31]3)=[CH:26][CH:25]=2)=[O:22])=[CH:11][C:10]([CH3:36])=[N:9]1.C(N(CC)CC)C.[C:44](OC(=O)C)(=[O:46])[CH3:45]. The product is [C:44]([N:33]1[CH2:34][CH2:35][CH:30]([C:27]2[CH:26]=[CH:25][C:24]([NH:23][C:21]([NH:20][C:15]3[CH:16]=[CH:17][CH:18]=[CH:19][C:14]=3[O:13][C:12]3[N:8]([C:3]4[CH:4]=[CH:5][CH:6]=[CH:7][C:2]=4[Cl:1])[N:9]=[C:10]([CH3:36])[CH:11]=3)=[O:22])=[CH:29][CH:28]=2)[CH2:31][CH2:32]1)(=[O:46])[CH3:45]. (4) The reactants are CCN=C=NC[CH2:7][CH2:8]N(C)C.C1C=CC2[N:20]([OH:21])N=NC=2C=1.[Br:22][C:23]1[CH:28]=[CH:27][C:26]([NH:29][C:30]2[C:38]([C:39](O)=[O:40])=[C:37]3[N:33]([CH2:34][CH2:35][CH2:36]3)[C:32](=[O:42])[C:31]=2[Cl:43])=[C:25]([F:44])[CH:24]=1.Cl.C(OON)C. The product is [CH2:7]([O:21][NH:20][C:39]([C:38]1[C:30]([NH:29][C:26]2[CH:27]=[CH:28][C:23]([Br:22])=[CH:24][C:25]=2[F:44])=[C:31]([Cl:43])[C:32](=[O:42])[N:33]2[C:37]=1[CH2:36][CH2:35][CH2:34]2)=[O:40])[CH3:8]. The catalyst is CN(C=O)C. The yield is 0.236. (5) The reactants are [C:1]([OH:11])(=[O:10])[C@@H:2]([C:4]1[CH:9]=[CH:8][CH:7]=[CH:6][CH:5]=1)[OH:3].O1[B:17]([C@@H:18]([NH:23][C:24](=[O:42])[C@@H:25]([NH:33][C:34]([C:36]2[CH:41]=[N:40][CH:39]=[CH:38][N:37]=2)=[O:35])[CH2:26][C:27]2[CH:32]=[CH:31][CH:30]=[CH:29][CH:28]=2)[CH2:19][CH:20]([CH3:22])[CH3:21])O[B:17]([C@@H:18]([NH:23][C:24](=[O:42])[C@@H:25]([NH:33][C:34]([C:36]2[CH:41]=[N:40][CH:39]=[CH:38][N:37]=2)=[O:35])[CH2:26][C:27]2[CH:32]=[CH:31][CH:30]=[CH:29][CH:28]=2)[CH2:19][CH:20]([CH3:22])[CH3:21])O[B:17]1[C@@H:18]([NH:23][C:24](=[O:42])[C@@H:25]([NH:33][C:34]([C:36]1[CH:41]=[N:40][CH:39]=[CH:38][N:37]=1)=[O:35])[CH2:26][C:27]1[CH:32]=[CH:31][CH:30]=[CH:29][CH:28]=1)[CH2:19][CH:20]([CH3:22])[CH3:21]. The catalyst is CCOC(C)=O. The product is [CH2:26]([C@H:25]([NH:33][C:34]([C:36]1[CH:41]=[N:40][CH:39]=[CH:38][N:37]=1)=[O:35])[C:24]([NH:23][C@H:18]([B:17]1[O:10][C:1](=[O:11])[CH:2]([C:4]2[CH:9]=[CH:8][CH:7]=[CH:6][CH:5]=2)[O:3]1)[CH2:19][CH:20]([CH3:22])[CH3:21])=[O:42])[C:27]1[CH:32]=[CH:31][CH:30]=[CH:29][CH:28]=1. The yield is 0.800.